From a dataset of Forward reaction prediction with 1.9M reactions from USPTO patents (1976-2016). Predict the product of the given reaction. Given the reactants C([Li])CCC.[CH3:6][N:7]([CH3:16])[S:8]([N:11]1[CH:15]=[CH:14][N:13]=[CH:12]1)(=[O:10])=[O:9].Cl[Si:18]([CH2:23][CH3:24])([CH2:21][CH3:22])[CH2:19][CH3:20].[Cl:25][C:26]1[CH:52]=[CH:51][C:29]([C:30]([C:32]2[CH:33]=[C:34]3[C:39](=[CH:40][CH:41]=2)[N:38]([CH3:42])[C:37](=[O:43])[CH:36]=[C:35]3[C:44]2[CH:49]=[CH:48][CH:47]=[C:46]([Cl:50])[CH:45]=2)=[O:31])=[CH:28][CH:27]=1, predict the reaction product. The product is: [Cl:25][C:26]1[CH:52]=[CH:51][C:29]([C:30]([C:32]2[CH:33]=[C:34]3[C:39](=[CH:40][CH:41]=2)[N:38]([CH3:42])[C:37](=[O:43])[CH:36]=[C:35]3[C:44]2[CH:49]=[CH:48][CH:47]=[C:46]([Cl:50])[CH:45]=2)([OH:31])[C:14]2[N:13]=[C:12]([Si:18]([CH2:23][CH3:24])([CH2:21][CH3:22])[CH2:19][CH3:20])[N:11]([S:8]([N:7]([CH3:16])[CH3:6])(=[O:9])=[O:10])[CH:15]=2)=[CH:28][CH:27]=1.